This data is from Cav3 T-type calcium channel HTS with 100,875 compounds. The task is: Binary Classification. Given a drug SMILES string, predict its activity (active/inactive) in a high-throughput screening assay against a specified biological target. (1) The molecule is O=C(Nc1cc(cc(c1)C)C)c1[nH]c(c(c1CC)C(=O)C)C. The result is 0 (inactive). (2) The compound is S(=O)(=O)(NCCc1cc(OC)c(OC)cc1)c1cc(ccc1)C(O)=O. The result is 0 (inactive). (3) The compound is S(c1n(CCc2ccccc2)c(nn1)c1c(occ1)C)CC(=O)Nc1c(cccc1)C. The result is 0 (inactive). (4) The molecule is s1c(C(=O)NCC(=O)N(C(C(=O)NC2CCCCC2)c2cccnc2)CCCC)ccc1. The result is 0 (inactive). (5) The compound is s1c2c(CCCC2)c(c1NC(=O)CSc1[nH]nc(c(=O)n1)C)C(=O)N. The result is 0 (inactive).